Dataset: Full USPTO retrosynthesis dataset with 1.9M reactions from patents (1976-2016). Task: Predict the reactants needed to synthesize the given product. The reactants are: [CH3:1][C:2]1[N:6]([CH2:7][C:8](OC)=[O:9])[C:5]2[S:12][CH:13]=[CH:14][C:4]=2[C:3]=1[C:15]([C:17]1[CH:26]=[CH:25][C:24]2[C:19](=[CH:20][CH:21]=[CH:22][CH:23]=2)[N:18]=1)=[O:16].[BH4-].[Na+]. Given the product [OH:9][CH2:8][CH2:7][N:6]1[C:2]([CH3:1])=[C:3]([C:15]([C:17]2[CH:26]=[CH:25][C:24]3[C:19](=[CH:20][CH:21]=[CH:22][CH:23]=3)[N:18]=2)=[O:16])[C:4]2[CH:14]=[CH:13][S:12][C:5]1=2, predict the reactants needed to synthesize it.